Task: Predict the product of the given reaction.. Dataset: Forward reaction prediction with 1.9M reactions from USPTO patents (1976-2016) (1) Given the reactants [Br:1][C:2]1[C:3]([NH:9][CH2:10][CH2:11][C:12]2[N:13]=[CH:14][NH:15][CH:16]=2)=[N:4][C:5](Cl)=[N:6][CH:7]=1.[N:17]1([CH2:22][C:23]2[CH:28]=[CH:27][C:26]([NH2:29])=[CH:25][CH:24]=2)[CH2:21][CH2:20][CH2:19][CH2:18]1.Cl.ClCCl.CO, predict the reaction product. The product is: [Br:1][C:2]1[C:3]([NH:9][CH2:10][CH2:11][C:12]2[N:13]=[CH:14][NH:15][CH:16]=2)=[N:4][C:5]([NH:29][C:26]2[CH:25]=[CH:24][C:23]([CH2:22][N:17]3[CH2:21][CH2:20][CH2:19][CH2:18]3)=[CH:28][CH:27]=2)=[N:6][CH:7]=1. (2) Given the reactants O.[OH:2][N:3]1[C:7]2[CH:8]=[CH:9][CH:10]=[CH:11][C:6]=2[N:5]=[N:4]1.[F:12][P-:13]([F:18])([F:17])([F:16])([F:15])[F:14].[N:19]1([O:28][C:29]([N:33]([CH3:35])[CH3:34])=[N+:30]([CH3:32])[CH3:31])[C:23]2[CH:24]=[CH:25][CH:26]=[CH:27][C:22]=2[N:21]=[N:20]1.[CH:36]([N:39]([CH2:43][CH3:44])[CH:40]([CH3:42])[CH3:41])([CH3:38])[CH3:37], predict the reaction product. The product is: [CH3:35][N:33]([C:29]([O:28][N:19]1[N:20]=[N:21][C:22]2[CH:27]=[CH:26][CH:25]=[CH:24][C:23]1=2)=[N+:30]([CH3:31])[CH3:32])[CH3:34].[F:12][P-:13]([F:18])([F:17])([F:16])([F:15])[F:14].[CH:10]1[CH:9]=[CH:8][C:7]2[N:3]([OH:2])[N:4]=[N:5][C:6]=2[CH:11]=1.[CH3:44][CH2:43][N:39]([CH:40]([CH3:42])[CH3:41])[CH:36]([CH3:38])[CH3:37]. (3) Given the reactants [C:1]([O:5][C:6]([N:8]1[CH2:12][CH:11]([O:13][S:14]([CH3:17])(=[O:16])=[O:15])[CH2:10][CH:9]1[CH2:18][OH:19])=[O:7])([CH3:4])([CH3:3])[CH3:2].[CH3:20][S:21](Cl)(=[O:23])=[O:22], predict the reaction product. The product is: [C:1]([O:5][C:6]([N:8]1[CH2:12][CH:11]([O:13][S:14]([CH3:17])(=[O:15])=[O:16])[CH2:10][CH:9]1[CH2:18][O:19][S:21]([CH3:20])(=[O:23])=[O:22])=[O:7])([CH3:4])([CH3:3])[CH3:2].